This data is from Reaction yield outcomes from USPTO patents with 853,638 reactions. The task is: Predict the reaction yield, written as a fraction of the theoretical maximum amount of product (1.0 means a 100% yield; for example, 0.34 means a 34% yield). (1) The product is [CH3:1][O:2][C:3](=[O:18])[C:4]1[CH:5]=[C:6]([N:17]2[CH:23]=[N:21][N:20]=[N:19]2)[CH:7]=[C:8]([C:10]2[CH:15]=[CH:14][C:13]([CH3:16])=[CH:12][N:11]=2)[CH:9]=1. The reactants are [CH3:1][O:2][C:3](=[O:18])[C:4]1[CH:9]=[C:8]([C:10]2[CH:15]=[CH:14][C:13]([CH3:16])=[CH:12][N:11]=2)[CH:7]=[C:6]([NH2:17])[CH:5]=1.[N-:19]=[N+:20]=[N-:21].[Na+].[CH:23](OCC)(OCC)OCC. The catalyst is CC(O)=O. The yield is 1.00. (2) The reactants are [CH:1]1([S:4]([NH:7][C:8]2[C:33]([NH:34][C:35]3[CH:40]=[CH:39][C:38]([I:41])=[CH:37][C:36]=3[F:42])=[CH:32][C:31]([F:43])=[CH:30][C:9]=2[O:10][C:11]2[CH:12]=[C:13]([CH:27]=[CH:28][CH:29]=2)[CH2:14][NH:15][S:16]([NH:19]C(=O)OC(C)(C)C)(=[O:18])=[O:17])(=[O:6])=[O:5])[CH2:3][CH2:2]1.C(O)(C(F)(F)F)=O. The catalyst is C(Cl)Cl. The product is [F:43][C:31]1[CH:30]=[C:9]([O:10][C:11]2[CH:29]=[CH:28][CH:27]=[C:13]([CH2:14][NH:15][S:16](=[O:18])(=[O:17])[NH2:19])[CH:12]=2)[C:8]([NH:7][S:4]([CH:1]2[CH2:2][CH2:3]2)(=[O:5])=[O:6])=[C:33]([NH:34][C:35]2[CH:40]=[CH:39][C:38]([I:41])=[CH:37][C:36]=2[F:42])[CH:32]=1. The yield is 0.460. (3) The reactants are [CH3:1][O:2][C:3]([C:5]1[C:10](I)=[C:9]([NH2:12])[N:8]=[C:7]([Cl:13])[N:6]=1)=[O:4].[CH:14]([Sn](CCCC)(CCCC)CCCC)=[CH2:15]. The catalyst is ClCCCl.Cl[Pd](Cl)([P](C1C=CC=CC=1)(C1C=CC=CC=1)C1C=CC=CC=1)[P](C1C=CC=CC=1)(C1C=CC=CC=1)C1C=CC=CC=1. The product is [CH3:1][O:2][C:3]([C:5]1[C:10]([CH:14]=[CH2:15])=[C:9]([NH2:12])[N:8]=[C:7]([Cl:13])[N:6]=1)=[O:4]. The yield is 0.700. (4) The reactants are [CH3:1][C:2]1[C:7](=[O:8])[C@@H:6]([OH:9])[CH2:5][C:4]([CH3:11])([CH3:10])[C:3]=1/[CH:12]=[CH:13]/[C:14](/[CH3:44])=[CH:15]/[CH:16]=[CH:17]/[C:18](/[CH3:43])=[CH:19]/[CH:20]=[CH:21]/[CH:22]=[C:23](\[CH3:42])/[CH:24]=[CH:25]/[CH:26]=[C:27](\[CH3:41])/[CH:28]=[CH:29]/[C:30]1[C:36]([CH3:38])([CH3:37])[CH2:35][C@H:34]([OH:39])[C:32](=[O:33])[C:31]=1[CH3:40]. The catalyst is CCCCCCC. The product is [CH3:40][C:31]1[C:32](=[O:33])[C@H:34]([OH:39])[CH2:35][C:36]([CH3:37])([CH3:38])[C:30]=1/[CH:29]=[CH:28]/[C:27](/[CH3:41])=[CH:26]/[CH:25]=[CH:24]/[C:23](/[CH3:42])=[CH:22]/[CH:21]=[CH:20]/[CH:19]=[C:18](\[CH3:43])/[CH:17]=[CH:16]/[CH:15]=[C:14](\[CH3:44])/[CH:13]=[CH:12]/[C:3]1[C:4]([CH3:11])([CH3:10])[CH2:5][C@@H:6]([OH:9])[C:7](=[O:8])[C:2]=1[CH3:1].[CH3:40][C:31]1[C:32](=[O:33])[C@H:34]([OH:39])[CH2:35][C:36]([CH3:37])([CH3:38])[C:30]=1/[CH:29]=[CH:28]/[C:27](/[CH3:41])=[CH:26]/[CH:25]=[CH:24]/[C:23](/[CH3:42])=[CH:22]/[CH:21]=[CH:20]/[CH:19]=[C:18](\[CH3:43])/[CH:17]=[CH:16]/[CH:15]=[C:14](\[CH3:44])/[CH:13]=[CH:12]/[C:3]1[C:4]([CH3:11])([CH3:10])[CH2:5][C@H:6]([OH:9])[C:7](=[O:8])[C:2]=1[CH3:1].[CH3:40][C:31]1[C:32](=[O:33])[C@@H:34]([OH:39])[CH2:35][C:36]([CH3:37])([CH3:38])[C:30]=1/[CH:29]=[CH:28]/[C:27](/[CH3:41])=[CH:26]/[CH:25]=[CH:24]/[C:23](/[CH3:42])=[CH:22]/[CH:21]=[CH:20]/[CH:19]=[C:18](\[CH3:43])/[CH:17]=[CH:16]/[CH:15]=[C:14](\[CH3:44])/[CH:13]=[CH:12]/[C:3]1[C:4]([CH3:11])([CH3:10])[CH2:5][C@H:6]([OH:9])[C:7](=[O:8])[C:2]=1[CH3:1]. The yield is 0.873. (5) The reactants are [CH3:1][O:2][C:3]1[CH:8]=[CH:7][C:6]([C:9]([OH:12])([CH3:11])[CH3:10])=[CH:5][CH:4]=1.C(O)(C)(C)C.[Li].N. The catalyst is C1COCC1. The product is [CH3:1][O:2][C:3]1[CH2:8][CH:7]=[C:6]([C:9]([OH:12])([CH3:10])[CH3:11])[CH2:5][CH:4]=1. The yield is 0.740.